Dataset: Catalyst prediction with 721,799 reactions and 888 catalyst types from USPTO. Task: Predict which catalyst facilitates the given reaction. (1) Reactant: [OH:1][C:2]1([CH2:15][C:16]([O:18][CH2:19][CH3:20])=[O:17])[C:11]2[C:6](=[CH:7][CH:8]=[C:9]([Br:12])[CH:10]=2)[C:5]([CH3:14])([CH3:13])[CH2:4][CH2:3]1.[C:21](OC(=O)C)(=[O:23])[CH3:22]. Product: [C:21]([O:1][C:2]1([CH2:15][C:16]([O:18][CH2:19][CH3:20])=[O:17])[C:11]2[C:6](=[CH:7][CH:8]=[C:9]([Br:12])[CH:10]=2)[C:5]([CH3:13])([CH3:14])[CH2:4][CH2:3]1)(=[O:23])[CH3:22]. The catalyst class is: 91. (2) Reactant: [Br:1][C:2]1[CH:10]=[C:9]2[C:5]([C:6]([F:13])([F:12])[C:7](=[O:11])[NH:8]2)=[CH:4][CH:3]=1.C(=O)([O-])[O-].[K+].[K+].Br[CH2:21][C:22]1[CH:27]=[CH:26][C:25]([O:28][CH3:29])=[CH:24][CH:23]=1. Product: [Br:1][C:2]1[CH:10]=[C:9]2[C:5]([C:6]([F:13])([F:12])[C:7](=[O:11])[N:8]2[CH2:21][C:22]2[CH:27]=[CH:26][C:25]([O:28][CH3:29])=[CH:24][CH:23]=2)=[CH:4][CH:3]=1. The catalyst class is: 9. (3) Reactant: [CH3:1][C:2]1([CH:6]=O)[CH2:5][CH2:4][CH2:3]1.[Cl:8][C:9]1[CH:14]=[CH:13][CH:12]=[C:11]([Cl:15])[C:10]=1[CH:16]([O:19][Si:20]([CH2:25][CH3:26])([CH2:23][CH3:24])[CH2:21][CH3:22])[CH2:17][NH2:18].[BH-](OC(C)=O)(OC(C)=O)OC(C)=O.[Na+]. Product: [Cl:8][C:9]1[CH:14]=[CH:13][CH:12]=[C:11]([Cl:15])[C:10]=1[CH:16]([O:19][Si:20]([CH2:21][CH3:22])([CH2:25][CH3:26])[CH2:23][CH3:24])[CH2:17][NH:18][CH2:6][C:2]1([CH3:1])[CH2:3][CH2:4][CH2:5]1. The catalyst class is: 2. (4) Reactant: [O:1]=[S:2]1(=[O:26])[CH2:7][CH:6]=[C:5]([C:8]2[CH:13]=[C:12]([F:14])[C:11]([C:15]3[N:20]=[C:19]([C:21]([OH:23])=[O:22])[CH:18]=[CH:17][C:16]=3[F:24])=[C:10]([F:25])[CH:9]=2)[CH2:4][CH2:3]1. Product: [O:26]=[S:2]1(=[O:1])[CH2:3][CH2:4][CH:5]([C:8]2[CH:9]=[C:10]([F:25])[C:11]([C:15]3[N:20]=[C:19]([C:21]([OH:23])=[O:22])[CH:18]=[CH:17][C:16]=3[F:24])=[C:12]([F:14])[CH:13]=2)[CH2:6][CH2:7]1. The catalyst class is: 50. (5) Reactant: [CH3:1][N:2]([CH3:29])[CH2:3][CH2:4][CH2:5][NH:6][C:7]1[CH:12]=[C:11]([CH:13]([OH:28])[C:14]2[CH:19]=[CH:18][C:17]([NH:20]C(=O)OC(C)(C)C)=[CH:16][CH:15]=2)[CH:10]=[CH:9][N:8]=1.[SiH](CC)(CC)CC.C(O)(C(F)(F)F)=O. Product: [NH2:20][C:17]1[CH:16]=[CH:15][C:14]([CH:13]([C:11]2[CH:10]=[CH:9][N:8]=[C:7]([NH:6][CH2:5][CH2:4][CH2:3][N:2]([CH3:1])[CH3:29])[CH:12]=2)[OH:28])=[CH:19][CH:18]=1. The catalyst class is: 2.